From a dataset of Full USPTO retrosynthesis dataset with 1.9M reactions from patents (1976-2016). Predict the reactants needed to synthesize the given product. (1) Given the product [NH2:36][S:33]([C:27]1[CH:28]=[C:29]([Br:32])[CH:30]=[CH:31][C:26]=1[NH:25][C:19]([C:10]1[C:9](=[O:24])[N:8]([CH2:1][C:2]2[CH:7]=[CH:6][CH:5]=[CH:4][CH:3]=2)[C:17]2[C:12]([C:11]=1[OH:18])=[CH:13][CH:14]=[CH:15][N:16]=2)=[O:20])(=[O:35])=[O:34], predict the reactants needed to synthesize it. The reactants are: [CH2:1]([N:8]1[C:17]2[C:12](=[CH:13][CH:14]=[CH:15][N:16]=2)[C:11]([OH:18])=[C:10]([C:19](OCC)=[O:20])[C:9]1=[O:24])[C:2]1[CH:7]=[CH:6][CH:5]=[CH:4][CH:3]=1.[NH2:25][C:26]1[CH:31]=[CH:30][C:29]([Br:32])=[CH:28][C:27]=1[S:33]([NH2:36])(=[O:35])=[O:34]. (2) Given the product [CH3:17][O:18][C:19]1[CH:24]=[C:23]([C:2]2[S:6][C:5]([C:7]([N:9]([CH3:16])[C:10]3[CH:15]=[CH:14][CH:13]=[CH:12][CH:11]=3)=[O:8])=[CH:4][CH:3]=2)[CH:22]=[CH:21][CH:20]=1, predict the reactants needed to synthesize it. The reactants are: Br[C:2]1[S:6][C:5]([C:7]([N:9]([CH3:16])[C:10]2[CH:15]=[CH:14][CH:13]=[CH:12][CH:11]=2)=[O:8])=[CH:4][CH:3]=1.[CH3:17][O:18][C:19]1[CH:20]=[C:21](B(O)O)[CH:22]=[CH:23][CH:24]=1. (3) Given the product [C:35]([C:34]1[CH:33]=[CH:32][C:31]([C@@:9]([NH:8][C:6](=[O:7])[C:5]2[CH:40]=[CH:41][C:2]([F:1])=[C:3]([C:42]([F:43])([F:45])[F:44])[CH:4]=2)([C:17]2[CH:22]=[C:21]([O:23][C:24]([F:29])([F:28])[CH:25]([F:26])[F:27])[CH:20]=[C:19]([F:30])[CH:18]=2)[CH2:10][C:11]2[CH:16]=[CH:15][CH:14]=[CH:13][CH:12]=2)=[CH:39][CH:38]=1)(=[O:36])[NH2:46], predict the reactants needed to synthesize it. The reactants are: [F:1][C:2]1[CH:41]=[CH:40][C:5]([C:6]([NH:8][C@:9]([C:31]2[CH:39]=[CH:38][C:34]([C:35](F)=[O:36])=[CH:33][CH:32]=2)([C:17]2[CH:22]=[C:21]([O:23][C:24]([F:29])([F:28])[CH:25]([F:27])[F:26])[CH:20]=[C:19]([F:30])[CH:18]=2)[CH2:10][C:11]2[CH:16]=[CH:15][CH:14]=[CH:13][CH:12]=2)=[O:7])=[CH:4][C:3]=1[C:42]([F:45])([F:44])[F:43].[NH3:46]. (4) Given the product [C:8]1([C:11]2[CH:16]=[CH:15][CH:14]=[CH:13][CH:12]=2)[CH:9]=[CH:10][C:5]([O:4]/[CH:3]=[CH:2]/[N:17]2[CH:21]=[CH:20][CH:19]=[CH:18]2)=[CH:6][CH:7]=1, predict the reactants needed to synthesize it. The reactants are: I/[CH:2]=[CH:3]/[O:4][C:5]1[CH:10]=[CH:9][C:8]([C:11]2[CH:16]=[CH:15][CH:14]=[CH:13][CH:12]=2)=[CH:7][CH:6]=1.[NH:17]1[CH:21]=[CH:20][CH:19]=[CH:18]1.C([O-])([O-])=O.[Cs+].[Cs+]. (5) Given the product [CH3:1][O:2][C:3](=[O:19])[CH:4]([N:11]1[C:16](=[O:17])[CH:15]=[C:14]([O:18][C:27]2[N:32]=[C:31]([C:33]([F:36])([F:35])[F:34])[CH:30]=[CH:29][N:28]=2)[CH:13]=[N:12]1)[CH2:5][CH:6]1[CH2:7][CH2:8][CH2:9][CH2:10]1, predict the reactants needed to synthesize it. The reactants are: [CH3:1][O:2][C:3](=[O:19])[CH:4]([N:11]1[C:16](=[O:17])[CH:15]=[C:14]([OH:18])[CH:13]=[N:12]1)[CH2:5][CH:6]1[CH2:10][CH2:9][CH2:8][CH2:7]1.C(=O)([O-])[O-].[K+].[K+].Cl[C:27]1[N:32]=[C:31]([C:33]([F:36])([F:35])[F:34])[CH:30]=[CH:29][N:28]=1. (6) The reactants are: [CH:1]1[CH:2]=[CH:3][C:4]2[C:5](=[CH:7][C:8]([C:27]([OH:29])=[O:28])=[C:9]([OH:26])[C:10]=2[CH2:11][C:12]2[C:21]([OH:22])=[C:20]([C:23]([OH:25])=[O:24])[CH:19]=[C:18]3[C:13]=2[CH:14]=[CH:15][CH:16]=[CH:17]3)[CH:6]=1.[OH-].[Na+:31]. Given the product [CH:16]1[CH:17]=[C:18]2[CH:19]=[C:20]([C:23]([OH:25])=[O:24])[C:21]([O-:22])=[C:12]([CH2:11][C:10]3[C:4]4[C:5](=[CH:6][CH:1]=[CH:2][CH:3]=4)[CH:7]=[C:8]([C:27]([OH:29])=[O:28])[C:9]=3[O-:26])[C:13]2=[CH:14][CH:15]=1.[Na+:31].[Na+:31], predict the reactants needed to synthesize it.